This data is from Reaction yield outcomes from USPTO patents with 853,638 reactions. The task is: Predict the reaction yield, written as a fraction of the theoretical maximum amount of product (1.0 means a 100% yield; for example, 0.34 means a 34% yield). (1) The reactants are [O:1]1[CH2:6][CH2:5][CH2:4][CH2:3][CH:2]1[O:7][CH2:8][C:9]1[CH:18]=[CH:17][C:12]([C:13](OC)=[O:14])=[CH:11][N:10]=1.CC(C[AlH]CC(C)C)C. The catalyst is C1COCC1. The product is [O:1]1[CH2:6][CH2:5][CH2:4][CH2:3][CH:2]1[O:7][CH2:8][C:9]1[N:10]=[CH:11][C:12]([CH2:13][OH:14])=[CH:17][CH:18]=1. The yield is 0.970. (2) The reactants are C([O:3][C:4]([CH:6]1[CH2:11][CH2:10][CH2:9][N:8]([CH2:12][CH2:13][C:14]2[N:15]=[C:16]([NH:19][C:20]([NH:22][C:23]3[CH:28]=[CH:27][C:26]([CH3:29])=[CH:25][C:24]=3[C:30]([CH:32]3[CH2:36][CH2:35][CH2:34][CH2:33]3)=[O:31])=[O:21])[S:17][CH:18]=2)[CH2:7]1)=[O:5])C. The catalyst is [Li+].[OH-]. The product is [CH:32]1([C:30]([C:24]2[CH:25]=[C:26]([CH3:29])[CH:27]=[CH:28][C:23]=2[NH:22][C:20](=[O:21])[NH:19][C:16]2[S:17][CH:18]=[C:14]([CH2:13][CH2:12][N:8]3[CH2:9][CH2:10][CH2:11][CH:6]([C:4]([OH:5])=[O:3])[CH2:7]3)[N:15]=2)=[O:31])[CH2:36][CH2:35][CH2:34][CH2:33]1. The yield is 0.950. (3) The reactants are [N+:1]([C:4]1[CH:11]=[CH:10][CH:9]=[C:8]([N+:12]([O-:14])=[O:13])[C:5]=1[C:6]#[N:7])([O-])=O.[CH:15](N)([CH3:17])[CH3:16]. The catalyst is CN(C=O)C. The product is [CH:15]([NH:1][C:4]1[CH:11]=[CH:10][CH:9]=[C:8]([N+:12]([O-:14])=[O:13])[C:5]=1[C:6]#[N:7])([CH3:17])[CH3:16]. The yield is 0.350.